From a dataset of Forward reaction prediction with 1.9M reactions from USPTO patents (1976-2016). Predict the product of the given reaction. (1) The product is: [C:23]([O:27][C:28](=[O:40])[CH2:29][O:30][C:31]1[CH:36]=[CH:35][C:34]([CH2:37][NH:1][C:2]2[CH:3]=[C:4]3[C:9](=[CH:10][CH:11]=2)[N:8]=[CH:7][C:6]([C:12]#[N:13])=[C:5]3[NH:14][C:15]2[CH:20]=[CH:19][C:18]([F:21])=[C:17]([Cl:22])[CH:16]=2)=[CH:33][C:32]=1[Br:39])([CH3:26])([CH3:24])[CH3:25]. Given the reactants [NH2:1][C:2]1[CH:3]=[C:4]2[C:9](=[CH:10][CH:11]=1)[N:8]=[CH:7][C:6]([C:12]#[N:13])=[C:5]2[NH:14][C:15]1[CH:20]=[CH:19][C:18]([F:21])=[C:17]([Cl:22])[CH:16]=1.[C:23]([O:27][C:28](=[O:40])[CH2:29][O:30][C:31]1[CH:36]=[CH:35][C:34]([CH:37]=O)=[CH:33][C:32]=1[Br:39])([CH3:26])([CH3:25])[CH3:24].[BH3-]C#N.[Na+], predict the reaction product. (2) The product is: [CH3:1][S:2]([O:5][C:6]1[CH:11]=[CH:10][CH:9]=[C:8]([CH:12]2[CH2:13][CH2:14][N:15]([CH2:26][CH2:27][CH3:28])[CH2:16][CH2:17]2)[C:7]=1[F:18])(=[O:3])=[O:4]. Given the reactants [CH3:1][S:2]([O:5][C:6]1[CH:11]=[CH:10][CH:9]=[C:8]([CH:12]2[CH2:17][CH2:16][NH:15][CH2:14][CH2:13]2)[C:7]=1[F:18])(=[O:4])=[O:3].C(=O)([O-])[O-].[K+].[K+].I[CH2:26][CH2:27][CH3:28], predict the reaction product. (3) Given the reactants I[C:2]1[N:3]=[C:4]([NH2:22])[C:5]2[N:6]=[C:7]([NH:20][CH3:21])[N:8]([C:18]=2[N:19]=1)[C@@H:9]1[O:17][C@H:14]([CH2:15][OH:16])[C@@H:12]([OH:13])[C@H:10]1[OH:11].[CH:23]#[C:24][CH2:25][CH2:26][CH2:27][CH3:28], predict the reaction product. The product is: [C:23]([C:2]1[N:3]=[C:4]([NH2:22])[C:5]2[N:6]=[C:7]([NH:20][CH3:21])[N:8]([C:18]=2[N:19]=1)[C@@H:9]1[O:17][C@H:14]([CH2:15][OH:16])[C@@H:12]([OH:13])[C@H:10]1[OH:11])#[C:24][CH2:25][CH2:26][CH2:27][CH3:28].